Task: Predict which catalyst facilitates the given reaction.. Dataset: Catalyst prediction with 721,799 reactions and 888 catalyst types from USPTO (1) Reactant: [NH:1]1[C:10]2[C:5](=[CH:6][CH:7]=[CH:8][CH:9]=2)[CH2:4][CH2:3][C:2]1=[O:11].O.[N+:13]([O-])([OH:15])=[O:14]. Product: [N+:13]([C:7]1[CH:6]=[C:5]2[C:10](=[CH:9][CH:8]=1)[NH:1][C:2](=[O:11])[CH2:3][CH2:4]2)([O-:15])=[O:14]. The catalyst class is: 65. (2) Reactant: C(=O)([O-])[O-].[K+].[K+].[OH:7][C:8]1[CH:9]=[C:10]([CH:21]=[C:22]([O:24][C@@H:25]([CH3:28])[CH2:26][OH:27])[CH:23]=1)[C:11]([NH:13][C:14]1[CH:19]=[N:18][C:17]([CH3:20])=[CH:16][N:15]=1)=[O:12].[F:29][C:30]1[CH:31]=[C:32]([CH:39]=[CH:40][C:41]=1F)[C:33]([N:35]1[CH2:38][CH2:37][CH2:36]1)=[O:34]. Product: [N:35]1([C:33]([C:32]2[CH:39]=[CH:40][C:41]([O:7][C:8]3[CH:9]=[C:10]([CH:21]=[C:22]([O:24][C@@H:25]([CH3:28])[CH2:26][OH:27])[CH:23]=3)[C:11]([NH:13][C:14]3[CH:19]=[N:18][C:17]([CH3:20])=[CH:16][N:15]=3)=[O:12])=[C:30]([F:29])[CH:31]=2)=[O:34])[CH2:38][CH2:37][CH2:36]1. The catalyst class is: 10.